Dataset: Peptide-MHC class II binding affinity with 134,281 pairs from IEDB. Task: Regression. Given a peptide amino acid sequence and an MHC pseudo amino acid sequence, predict their binding affinity value. This is MHC class II binding data. (1) The peptide sequence is KFPELGMNPSHCNEM. The MHC is DRB3_0101 with pseudo-sequence DRB3_0101. The binding affinity (normalized) is 0.220. (2) The peptide sequence is RMMEYGTTMVSYQPL. The MHC is HLA-DQA10301-DQB10302 with pseudo-sequence HLA-DQA10301-DQB10302. The binding affinity (normalized) is 0.517. (3) The peptide sequence is YDKFLANVSTVLTGK. The MHC is DRB5_0101 with pseudo-sequence DRB5_0101. The binding affinity (normalized) is 0.291. (4) The peptide sequence is FTSLEYIEAAKWLLP. The MHC is DRB1_0404 with pseudo-sequence DRB1_0404. The binding affinity (normalized) is 0.380. (5) The binding affinity (normalized) is 0.898. The peptide sequence is VIDAMCHATLTYRML. The MHC is DRB5_0101 with pseudo-sequence DRB5_0101. (6) The peptide sequence is GAGAAPLSWSKEIYN. The MHC is HLA-DPA10103-DPB10401 with pseudo-sequence HLA-DPA10103-DPB10401. The binding affinity (normalized) is 0.0790.